This data is from Catalyst prediction with 721,799 reactions and 888 catalyst types from USPTO. The task is: Predict which catalyst facilitates the given reaction. (1) Reactant: [O:1]=[C:2]1[CH:6]([C:7]2[CH:12]=[CH:11][CH:10]=[CH:9][CH:8]=2)[CH2:5][N:4]([C:13]([O:15][CH2:16][C:17]2[CH:22]=[CH:21][CH:20]=[CH:19][CH:18]=2)=[O:14])[CH2:3]1.CCC(C)[BH-](C(C)CC)C(C)CC.[Li+]. Product: [OH:1][CH:2]1[CH:6]([C:7]2[CH:8]=[CH:9][CH:10]=[CH:11][CH:12]=2)[CH2:5][N:4]([C:13]([O:15][CH2:16][C:17]2[CH:22]=[CH:21][CH:20]=[CH:19][CH:18]=2)=[O:14])[CH2:3]1. The catalyst class is: 7. (2) Reactant: [Cl:1][C:2]1[CH:7]=[CH:6][CH:5]=[C:4]([Cl:8])[C:3]=1[CH2:9][CH2:10][O:11][CH2:12][CH2:13][N:14]1[CH2:19][CH2:18][CH:17]([OH:20])[CH2:16][CH2:15]1.C[N+]1([O-])CCOCC1.CCOCC. Product: [Cl:1][C:2]1[CH:7]=[CH:6][CH:5]=[C:4]([Cl:8])[C:3]=1[CH2:9][CH2:10][O:11][CH2:12][CH2:13][N:14]1[CH2:15][CH2:16][C:17](=[O:20])[CH2:18][CH2:19]1. The catalyst class is: 862. (3) Reactant: [CH3:1][C:2]1[CH:7]=[CH:6][C:5]([S:8]([O:11][CH2:12][CH:13]2[CH2:17][C:16]3[CH:18]=[CH:19][CH:20]=[C:21](OS(C(F)(F)F)(=O)=O)[C:15]=3[O:14]2)(=[O:10])=[O:9])=[CH:4][CH:3]=1.[C:30]1(B(O)O)[CH:35]=[CH:34][CH:33]=[CH:32][CH:31]=1.P([O-])([O-])([O-])=O.[K+].[K+].[K+]. Product: [CH3:1][C:2]1[CH:7]=[CH:6][C:5]([S:8]([O:11][CH2:12][CH:13]2[CH2:17][C:16]3[CH:18]=[CH:19][CH:20]=[C:21]([C:30]4[CH:35]=[CH:34][CH:33]=[CH:32][CH:31]=4)[C:15]=3[O:14]2)(=[O:9])=[O:10])=[CH:4][CH:3]=1. The catalyst class is: 73. (4) Reactant: [C:1](O)(=[O:3])C.C(O)=O.C1COCC1.[CH3:13][O:14][C:15](=[O:25])[C:16]1[CH:21]=[CH:20][C:19]([NH2:22])=[C:18]([O:23][CH3:24])[CH:17]=1. Product: [CH3:13][O:14][C:15](=[O:25])[C:16]1[CH:21]=[CH:20][C:19]([NH:22][CH:1]=[O:3])=[C:18]([O:23][CH3:24])[CH:17]=1. The catalyst class is: 6. (5) Reactant: [Na].[CH2:2]([O:4][C:5](=[O:25])[CH2:6][NH:7][C:8]([C:10]1[C:15]([OH:16])=[CH:14][C:13](OS(C(F)(F)F)(=O)=O)=[CH:12][N:11]=1)=[O:9])[CH3:3].O1CCOCC1.P([O-])([O-])([O-])=O.[K+].[K+].[K+].[F:40][C:41]1[CH:42]=[C:43](B(O)O)[CH:44]=[CH:45][CH:46]=1. Product: [CH2:2]([O:4][C:5](=[O:25])[CH2:6][NH:7][C:8]([C:10]1[C:15]([OH:16])=[CH:14][C:13]([C:45]2[CH:44]=[CH:43][CH:42]=[C:41]([F:40])[CH:46]=2)=[CH:12][N:11]=1)=[O:9])[CH3:3]. The catalyst class is: 6. (6) Reactant: [Br:1][C:2]1[N:3]=[C:4]2[C:9](=[N:10][CH:11]=1)[NH:8][C:7](=[O:12])[N:6]([CH2:13][CH3:14])[C:5]2=[O:15].I[CH2:17][CH3:18].C(=O)([O-])[O-].[K+].[K+]. Product: [Br:1][C:2]1[N:3]=[C:4]2[C:9](=[N:10][CH:11]=1)[N:8]([CH2:17][CH3:18])[C:7](=[O:12])[N:6]([CH2:13][CH3:14])[C:5]2=[O:15]. The catalyst class is: 3. (7) Reactant: [O:1]=[C:2]([C:6]1[CH:11]=[CH:10][CH:9]=[CH:8][CH:7]=1)[C:3]([OH:5])=[O:4].C(Cl)(=O)C(Cl)=O.[N:18]12[CH2:25][CH2:24][CH:21]([CH2:22][CH2:23]1)[C@@H:20](O)[CH2:19]2. Product: [O:1]=[C:2]([C:6]1[CH:11]=[CH:10][CH:9]=[CH:8][CH:7]=1)[C:3]([O:5][C@@H:20]1[CH:21]2[CH2:24][CH2:25][N:18]([CH2:23][CH2:22]2)[CH2:19]1)=[O:4]. The catalyst class is: 2. (8) Reactant: C([SiH](CC)CC)C.B(F)(F)F.CCOCC.[CH2:17]([O:19][C:20]1[CH:46]=[CH:45][C:23]([CH2:24][C:25]2[CH:26]=[C:27]([C:32]3(OC)[C@H:37]([OH:38])[C@@H:36]([OH:39])[C@H:35]([OH:40])[C@@H:34]([CH2:41][OH:42])[O:33]3)[CH:28]=[CH:29][C:30]=2[Cl:31])=[CH:22][CH:21]=1)[CH3:18]. Product: [CH2:17]([O:19][C:20]1[CH:46]=[CH:45][C:23]([CH2:24][C:25]2[CH:26]=[C:27]([C@H:32]3[C@H:37]([OH:38])[C@@H:36]([OH:39])[C@H:35]([OH:40])[C@@H:34]([CH2:41][OH:42])[O:33]3)[CH:28]=[CH:29][C:30]=2[Cl:31])=[CH:22][CH:21]=1)[CH3:18]. The catalyst class is: 245.